From a dataset of Full USPTO retrosynthesis dataset with 1.9M reactions from patents (1976-2016). Predict the reactants needed to synthesize the given product. (1) Given the product [CH:1]([N:4]1[CH2:8][CH2:7][C@@H:6]([NH:9][CH3:10])[CH2:5]1)([CH3:3])[CH3:2], predict the reactants needed to synthesize it. The reactants are: [CH:1]([N:4]1[CH2:8][CH2:7][C@@H:6]([N:9](C)[C:10](=O)OCC2C=CC=CC=2)[CH2:5]1)([CH3:3])[CH3:2]. (2) Given the product [CH2:1]([O:8][C:9]1[CH:18]=[C:17]2[C:12]([C:13]([O:30][CH2:31][CH2:32][CH2:33][CH3:34])=[C:14]([C:25]([O:27][CH2:28][CH3:29])=[O:26])[N:15]([CH2:20][C:21]([CH3:23])([CH3:24])[CH3:22])[C:16]2=[O:19])=[CH:11][CH:10]=1)[C:2]1[CH:7]=[CH:6][CH:5]=[CH:4][CH:3]=1, predict the reactants needed to synthesize it. The reactants are: [CH2:1]([O:8][C:9]1[CH:18]=[C:17]2[C:12]([C:13]([OH:30])=[C:14]([C:25]([O:27][CH2:28][CH3:29])=[O:26])[N:15]([CH2:20][C:21]([CH3:24])([CH3:23])[CH3:22])[C:16]2=[O:19])=[CH:11][CH:10]=1)[C:2]1[CH:7]=[CH:6][CH:5]=[CH:4][CH:3]=1.[CH2:31](O)[CH2:32][CH2:33][CH3:34].C(P(CCCC)CCCC)CCC.N(C(N1CCCCC1)=O)=NC(N1CCCCC1)=O. (3) Given the product [Cl:1][CH2:2][CH2:3][C@@H:4]([O:5][C:13]1[C:18]2[S:19][CH:20]=[CH:21][C:17]=2[CH:16]=[CH:15][CH:14]=1)[C:6]1[CH:11]=[CH:10][CH:9]=[CH:8][CH:7]=1, predict the reactants needed to synthesize it. The reactants are: [Cl:1][CH2:2][CH2:3][C@@H:4]([C:6]1[CH:11]=[CH:10][CH:9]=[CH:8][CH:7]=1)[OH:5].O[C:13]1[C:18]2[S:19][CH:20]=[CH:21][C:17]=2[CH:16]=[CH:15][CH:14]=1. (4) Given the product [Cl:8][C:6]1[N:7]=[C:2]([NH:14][C:13]2[CH:15]=[CH:16][C:17]([I:19])=[CH:18][C:12]=2[F:11])[C:3](=[O:10])[O:4][C:5]=1[CH3:9], predict the reactants needed to synthesize it. The reactants are: Cl[C:2]1[C:3](=[O:10])[O:4][C:5]([CH3:9])=[C:6]([Cl:8])[N:7]=1.[F:11][C:12]1[CH:18]=[C:17]([I:19])[CH:16]=[CH:15][C:13]=1[NH2:14].O. (5) The reactants are: [CH3:13][C:12]([O:11][C:9](O[C:9]([O:11][C:12]([CH3:15])([CH3:14])[CH3:13])=[O:10])=[O:10])([CH3:15])[CH3:14].[Cl:16][C:17]1[C:18]([CH2:28][NH:29][CH:30]2[CH2:32][CH2:31]2)=[CH:19][C:20]([CH2:23][CH2:24][CH2:25][O:26][CH3:27])=[N:21][CH:22]=1.CCN(C(C)C)C(C)C.Cl. Given the product [C:12]([O:11][C:9](=[O:10])[N:29]([CH2:28][C:18]1[C:17]([Cl:16])=[CH:22][N:21]=[C:20]([CH2:23][CH2:24][CH2:25][O:26][CH3:27])[CH:19]=1)[CH:30]1[CH2:32][CH2:31]1)([CH3:13])([CH3:14])[CH3:15], predict the reactants needed to synthesize it.